From a dataset of Reaction yield outcomes from USPTO patents with 853,638 reactions. Predict the reaction yield, written as a fraction of the theoretical maximum amount of product (1.0 means a 100% yield; for example, 0.34 means a 34% yield). The reactants are [NH2:1][C:2]1[N:7]=[CH:6][N:5]=[C:4]2[N:8]([C@@H:26]3[CH2:31][CH2:30][CH2:29][N:28](C(OC(C)(C)C)=O)[CH2:27]3)[N:9]=[C:10]([C:11]3[CH:16]=[CH:15][C:14]([O:17][C:18]4[CH:23]=[C:22]([F:24])[CH:21]=[CH:20][C:19]=4[F:25])=[CH:13][CH:12]=3)[C:3]=12.C(O)(C(F)(F)F)=O. The catalyst is ClCCl. The product is [F:25][C:19]1[CH:20]=[CH:21][C:22]([F:24])=[CH:23][C:18]=1[O:17][C:14]1[CH:13]=[CH:12][C:11]([C:10]2[C:3]3[C:4](=[N:5][CH:6]=[N:7][C:2]=3[NH2:1])[N:8]([C@@H:26]3[CH2:31][CH2:30][CH2:29][NH:28][CH2:27]3)[N:9]=2)=[CH:16][CH:15]=1. The yield is 0.990.